Task: Regression. Given two drug SMILES strings and cell line genomic features, predict the synergy score measuring deviation from expected non-interaction effect.. Dataset: NCI-60 drug combinations with 297,098 pairs across 59 cell lines (1) Drug 1: C1=CC(=C2C(=C1NCCNCCO)C(=O)C3=C(C=CC(=C3C2=O)O)O)NCCNCCO. Drug 2: CCC(=C(C1=CC=CC=C1)C2=CC=C(C=C2)OCCN(C)C)C3=CC=CC=C3.C(C(=O)O)C(CC(=O)O)(C(=O)O)O. Cell line: CCRF-CEM. Synergy scores: CSS=71.7, Synergy_ZIP=4.77, Synergy_Bliss=4.22, Synergy_Loewe=-28.4, Synergy_HSA=3.93. (2) Drug 1: C1=CC(=CC=C1CC(C(=O)O)N)N(CCCl)CCCl.Cl. Drug 2: CC1=C(C(=CC=C1)Cl)NC(=O)C2=CN=C(S2)NC3=CC(=NC(=N3)C)N4CCN(CC4)CCO. Cell line: RPMI-8226. Synergy scores: CSS=38.2, Synergy_ZIP=-2.32, Synergy_Bliss=2.73, Synergy_Loewe=-1.12, Synergy_HSA=-1.00. (3) Drug 1: CN(C)N=NC1=C(NC=N1)C(=O)N. Drug 2: CCC1(C2=C(COC1=O)C(=O)N3CC4=CC5=C(C=CC(=C5CN(C)C)O)N=C4C3=C2)O.Cl. Cell line: BT-549. Synergy scores: CSS=5.64, Synergy_ZIP=-7.29, Synergy_Bliss=-3.41, Synergy_Loewe=-17.6, Synergy_HSA=-4.72. (4) Drug 1: CC1OCC2C(O1)C(C(C(O2)OC3C4COC(=O)C4C(C5=CC6=C(C=C35)OCO6)C7=CC(=C(C(=C7)OC)O)OC)O)O. Drug 2: C1=CC(=C(C=C1I)F)NC2=C(C=CC(=C2F)F)C(=O)NOCC(CO)O. Cell line: UACC62. Synergy scores: CSS=60.3, Synergy_ZIP=-4.14, Synergy_Bliss=-5.36, Synergy_Loewe=0.486, Synergy_HSA=3.15. (5) Drug 1: CN(C)N=NC1=C(NC=N1)C(=O)N. Drug 2: C1C(C(OC1N2C=NC(=NC2=O)N)CO)O. Cell line: BT-549. Synergy scores: CSS=15.4, Synergy_ZIP=-4.63, Synergy_Bliss=0.932, Synergy_Loewe=-24.5, Synergy_HSA=-0.146. (6) Drug 1: CC1=C(C=C(C=C1)NC(=O)C2=CC=C(C=C2)CN3CCN(CC3)C)NC4=NC=CC(=N4)C5=CN=CC=C5. Drug 2: CC=C1C(=O)NC(C(=O)OC2CC(=O)NC(C(=O)NC(CSSCCC=C2)C(=O)N1)C(C)C)C(C)C. Cell line: SW-620. Synergy scores: CSS=-5.42, Synergy_ZIP=8.87, Synergy_Bliss=2.91, Synergy_Loewe=-48.1, Synergy_HSA=-1.91. (7) Drug 1: CCC(=C(C1=CC=CC=C1)C2=CC=C(C=C2)OCCN(C)C)C3=CC=CC=C3.C(C(=O)O)C(CC(=O)O)(C(=O)O)O. Drug 2: C#CCC(CC1=CN=C2C(=N1)C(=NC(=N2)N)N)C3=CC=C(C=C3)C(=O)NC(CCC(=O)O)C(=O)O. Cell line: IGROV1. Synergy scores: CSS=65.6, Synergy_ZIP=2.27, Synergy_Bliss=-0.130, Synergy_Loewe=-10.00, Synergy_HSA=-0.477. (8) Drug 1: C1=C(C(=O)NC(=O)N1)F. Cell line: OVCAR3. Synergy scores: CSS=63.6, Synergy_ZIP=2.41, Synergy_Bliss=-0.113, Synergy_Loewe=-5.05, Synergy_HSA=0.486. Drug 2: CC1C(C(CC(O1)OC2CC(OC(C2O)C)OC3=CC4=CC5=C(C(=O)C(C(C5)C(C(=O)C(C(C)O)O)OC)OC6CC(C(C(O6)C)O)OC7CC(C(C(O7)C)O)OC8CC(C(C(O8)C)O)(C)O)C(=C4C(=C3C)O)O)O)O.